This data is from Full USPTO retrosynthesis dataset with 1.9M reactions from patents (1976-2016). The task is: Predict the reactants needed to synthesize the given product. (1) Given the product [CH2:1]([O:3][C:4]([CH:6]1[CH2:11][C:10](=[O:12])[CH2:9][CH2:8][O:7]1)=[O:5])[CH3:2], predict the reactants needed to synthesize it. The reactants are: [CH2:1]([O:3][C:4]([CH:6]1[CH2:11][C:10](=[O:12])[CH:9]=[CH:8][O:7]1)=[O:5])[CH3:2].[H][H]. (2) The reactants are: [CH2:1]([OH:6])[CH2:2][CH2:3][C:4]#[CH:5].[Cl:7][C:8]1[CH:36]=[CH:35][CH:34]=[C:33]([Cl:37])[C:9]=1[C:10]([NH:12][C@H:13]([C:29]([O:31][CH3:32])=[O:30])[CH2:14][C:15]1[CH:20]=[CH:19][C:18](OS(C(F)(F)F)(=O)=O)=[CH:17][CH:16]=1)=[O:11].C(N(CC)CC)C. Given the product [Cl:7][C:8]1[CH:36]=[CH:35][CH:34]=[C:33]([Cl:37])[C:9]=1[C:10]([NH:12][C@H:13]([C:29]([O:31][CH3:32])=[O:30])[CH2:14][C:15]1[CH:20]=[CH:19][C:18]([C:5]#[C:4][CH2:3][CH2:2][CH2:1][OH:6])=[CH:17][CH:16]=1)=[O:11], predict the reactants needed to synthesize it. (3) Given the product [OH:20][C:12]1[C:13]2[C:18]([CH3:19])=[N:17][CH:16]=[N:15][C:14]=2[N:9]([OH:8])[C:10](=[O:21])[CH:11]=1, predict the reactants needed to synthesize it. The reactants are: C([O:8][N:9]1[C:14]2[N:15]=[CH:16][N:17]=[C:18]([CH3:19])[C:13]=2[C:12]([OH:20])=[CH:11][C:10]1=[O:21])C1C=CC=CC=1.[H][H]. (4) Given the product [F:32][C:2]([F:31])([F:1])[C:3]1[CH:26]=[C:25]([C:27]([F:29])([F:28])[F:30])[CH:24]=[CH:23][C:4]=1[CH2:5][N:6]1[C:14]2[C:9](=[CH:10][C:11](/[CH:15]=[C:16]3/[C:17](=[O:22])[N:18]([CH2:39][CH2:38][N:37]4[CH2:35][CH2:34][CH2:40][CH2:41]4)[C:19](=[O:21])[S:20]/3)=[CH:12][CH:13]=2)[CH:8]=[N:7]1, predict the reactants needed to synthesize it. The reactants are: [F:1][C:2]([F:32])([F:31])[C:3]1[CH:26]=[C:25]([C:27]([F:30])([F:29])[F:28])[CH:24]=[CH:23][C:4]=1[CH2:5][N:6]1[C:14]2[C:9](=[CH:10][C:11](/[CH:15]=[C:16]3/[C:17](=[O:22])[NH:18][C:19](=[O:21])[S:20]/3)=[CH:12][CH:13]=2)[CH:8]=[N:7]1.Br[CH2:34][CH2:35]Cl.[NH:37]1[CH2:41][CH2:40][CH2:39][CH2:38]1. (5) Given the product [Cl:1][C:2]1[CH:8]=[C:6]([NH2:7])[C:5]([NH2:9])=[CH:4][C:3]=1[I:12], predict the reactants needed to synthesize it. The reactants are: [Cl:1][C:2]1[C:3]([I:12])=[CH:4][C:5]([N+:9]([O-])=O)=[C:6]([CH:8]=1)[NH2:7].[NH4+].[Cl-]. (6) Given the product [CH3:30][O:29][C:26]1[CH:25]=[C:24]([O:31][CH3:32])[CH:23]=[CH:28][C:27]=1[NH:11][C:7]1[N:8]=[CH:9][C:10]2=[C:2]([CH3:1])[N:3]=[C:4]([C:12]3[CH:17]=[CH:16][CH:15]=[C:14]([C:18]([F:21])([F:19])[F:20])[CH:13]=3)[N:5]2[N:6]=1, predict the reactants needed to synthesize it. The reactants are: [CH3:1][C:2]1[N:3]=[C:4]([C:12]2[CH:17]=[CH:16][CH:15]=[C:14]([C:18]([F:21])([F:20])[F:19])[CH:13]=2)[N:5]2[C:10]=1[CH:9]=[N:8][C:7]([NH2:11])=[N:6]2.Br[C:23]1[CH:28]=[CH:27][C:26]([O:29][CH3:30])=[CH:25][C:24]=1[O:31][CH3:32].C(P(C(C)(C)C)C1C=CC=CC=1C1C=CC=CC=1)(C)(C)C.CC([O-])(C)C.[Na+]. (7) Given the product [ClH:44].[ClH:47].[Cl:44][C:35]1[C:36]([C:40]([F:41])([F:42])[F:43])=[CH:37][CH:38]=[CH:39][C:34]=1[CH2:33][N:18]([CH2:19][CH:20]([C:21]1[CH:22]=[CH:23][CH:24]=[CH:25][CH:26]=1)[C:27]1[CH:32]=[CH:31][CH:30]=[CH:29][CH:28]=1)[CH2:17][CH2:16][CH2:15][O:14][C:10]1[CH:9]=[C:8]([NH2:7])[CH:13]=[CH:12][CH:11]=1, predict the reactants needed to synthesize it. The reactants are: C(OC(=O)[NH:7][C:8]1[CH:13]=[CH:12][CH:11]=[C:10]([O:14][CH2:15][CH2:16][CH2:17][N:18]([CH2:33][C:34]2[CH:39]=[CH:38][CH:37]=[C:36]([C:40]([F:43])([F:42])[F:41])[C:35]=2[Cl:44])[CH2:19][CH:20]([C:27]2[CH:32]=[CH:31][CH:30]=[CH:29][CH:28]=2)[C:21]2[CH:26]=[CH:25][CH:24]=[CH:23][CH:22]=2)[CH:9]=1)(C)(C)C.C(Cl)[Cl:47].FC(F)(F)C(O)=O. (8) Given the product [O:33]1[CH2:34][CH:35]=[C:36]([C:12]2[N:11]=[C:10]([F:22])[C:9]3[O:8][C:5]4[C:4]([C@@:15]5([CH2:19][S:18][C:17]([NH2:20])=[N:16]5)[C:14]=3[CH:13]=2)=[CH:3][C:2]([C:29]2[C:24]([F:23])=[N:25][CH:26]=[CH:27][CH:28]=2)=[CH:7][CH:6]=4)[CH2:37][CH2:38]1, predict the reactants needed to synthesize it. The reactants are: Br[C:2]1[CH:3]=[C:4]2[C@@:15]3([CH2:19][S:18][C:17]([NH2:20])=[N:16]3)[C:14]3[CH:13]=[C:12](Cl)[N:11]=[C:10]([F:22])[C:9]=3[O:8][C:5]2=[CH:6][CH:7]=1.[F:23][C:24]1[C:29](B(O)O)=[CH:28][CH:27]=[CH:26][N:25]=1.[O:33]1[CH2:38][CH:37]=[C:36](B2OC(C)(C)C(C)(C)O2)[CH2:35][CH2:34]1. (9) Given the product [OH:9][CH2:10][C:11]1[S:12][CH:13]=[C:14]([C:16]([OH:18])=[O:17])[N:15]=1, predict the reactants needed to synthesize it. The reactants are: [OH-].[Na+].C([O:9][CH2:10][C:11]1[S:12][CH:13]=[C:14]([C:16]([O:18]CC)=[O:17])[N:15]=1)(=O)C(C)(C)C.